From a dataset of NCI-60 drug combinations with 297,098 pairs across 59 cell lines. Regression. Given two drug SMILES strings and cell line genomic features, predict the synergy score measuring deviation from expected non-interaction effect. Drug 1: CNC(=O)C1=CC=CC=C1SC2=CC3=C(C=C2)C(=NN3)C=CC4=CC=CC=N4. Drug 2: CCC1=C2CN3C(=CC4=C(C3=O)COC(=O)C4(CC)O)C2=NC5=C1C=C(C=C5)O. Cell line: A549. Synergy scores: CSS=29.7, Synergy_ZIP=-7.78, Synergy_Bliss=-2.18, Synergy_Loewe=-17.5, Synergy_HSA=-1.15.